This data is from NCI-60 drug combinations with 297,098 pairs across 59 cell lines. The task is: Regression. Given two drug SMILES strings and cell line genomic features, predict the synergy score measuring deviation from expected non-interaction effect. (1) Drug 1: C1CCC(CC1)NC(=O)N(CCCl)N=O. Drug 2: CC=C1C(=O)NC(C(=O)OC2CC(=O)NC(C(=O)NC(CSSCCC=C2)C(=O)N1)C(C)C)C(C)C. Cell line: OVCAR3. Synergy scores: CSS=33.1, Synergy_ZIP=-2.22, Synergy_Bliss=-1.16, Synergy_Loewe=-19.7, Synergy_HSA=-1.28. (2) Drug 1: CCCCCOC(=O)NC1=NC(=O)N(C=C1F)C2C(C(C(O2)C)O)O. Drug 2: CC1CCC2CC(C(=CC=CC=CC(CC(C(=O)C(C(C(=CC(C(=O)CC(OC(=O)C3CCCCN3C(=O)C(=O)C1(O2)O)C(C)CC4CCC(C(C4)OC)OCCO)C)C)O)OC)C)C)C)OC. Cell line: A549. Synergy scores: CSS=1.37, Synergy_ZIP=-1.17, Synergy_Bliss=-1.57, Synergy_Loewe=-15.5, Synergy_HSA=-1.84. (3) Drug 1: CC(C1=C(C=CC(=C1Cl)F)Cl)OC2=C(N=CC(=C2)C3=CN(N=C3)C4CCNCC4)N. Drug 2: C#CCC(CC1=CN=C2C(=N1)C(=NC(=N2)N)N)C3=CC=C(C=C3)C(=O)NC(CCC(=O)O)C(=O)O. Cell line: SN12C. Synergy scores: CSS=10.7, Synergy_ZIP=-2.48, Synergy_Bliss=3.74, Synergy_Loewe=4.78, Synergy_HSA=4.86. (4) Drug 1: CC1=C(C(=CC=C1)Cl)NC(=O)C2=CN=C(S2)NC3=CC(=NC(=N3)C)N4CCN(CC4)CCO. Drug 2: CC1CCC2CC(C(=CC=CC=CC(CC(C(=O)C(C(C(=CC(C(=O)CC(OC(=O)C3CCCCN3C(=O)C(=O)C1(O2)O)C(C)CC4CCC(C(C4)OC)OP(=O)(C)C)C)C)O)OC)C)C)C)OC. Cell line: HT29. Synergy scores: CSS=61.4, Synergy_ZIP=9.12, Synergy_Bliss=8.47, Synergy_Loewe=16.8, Synergy_HSA=17.3. (5) Drug 1: CC12CCC3C(C1CCC2=O)CC(=C)C4=CC(=O)C=CC34C. Drug 2: C1=CC=C(C(=C1)C(C2=CC=C(C=C2)Cl)C(Cl)Cl)Cl. Cell line: NCI/ADR-RES. Synergy scores: CSS=33.7, Synergy_ZIP=-1.68, Synergy_Bliss=-3.62, Synergy_Loewe=-9.31, Synergy_HSA=-3.85. (6) Drug 1: C(CC(=O)O)C(=O)CN.Cl. Drug 2: CCN(CC)CCCC(C)NC1=C2C=C(C=CC2=NC3=C1C=CC(=C3)Cl)OC. Cell line: NCI-H522. Synergy scores: CSS=25.9, Synergy_ZIP=-8.14, Synergy_Bliss=-0.706, Synergy_Loewe=1.62, Synergy_HSA=1.85. (7) Drug 1: CC1=C(C(CCC1)(C)C)C=CC(=CC=CC(=CC(=O)O)C)C. Drug 2: CN(CCCl)CCCl.Cl. Cell line: RXF 393. Synergy scores: CSS=12.0, Synergy_ZIP=-5.71, Synergy_Bliss=-3.33, Synergy_Loewe=-4.13, Synergy_HSA=-1.26. (8) Drug 1: CN(C)C1=NC(=NC(=N1)N(C)C)N(C)C. Drug 2: COC1=NC(=NC2=C1N=CN2C3C(C(C(O3)CO)O)O)N. Cell line: OVCAR3. Synergy scores: CSS=-6.87, Synergy_ZIP=5.30, Synergy_Bliss=4.16, Synergy_Loewe=-2.73, Synergy_HSA=-3.80. (9) Drug 1: CC1CCC2CC(C(=CC=CC=CC(CC(C(=O)C(C(C(=CC(C(=O)CC(OC(=O)C3CCCCN3C(=O)C(=O)C1(O2)O)C(C)CC4CCC(C(C4)OC)OCCO)C)C)O)OC)C)C)C)OC. Drug 2: C1=NC2=C(N1)C(=S)N=CN2. Cell line: SK-OV-3. Synergy scores: CSS=29.4, Synergy_ZIP=-9.44, Synergy_Bliss=-1.93, Synergy_Loewe=1.10, Synergy_HSA=1.79. (10) Drug 1: COC1=NC(=NC2=C1N=CN2C3C(C(C(O3)CO)O)O)N. Drug 2: CC1=C2C(C(=O)C3(C(CC4C(C3C(C(C2(C)C)(CC1OC(=O)C(C(C5=CC=CC=C5)NC(=O)C6=CC=CC=C6)O)O)OC(=O)C7=CC=CC=C7)(CO4)OC(=O)C)O)C)OC(=O)C. Cell line: LOX IMVI. Synergy scores: CSS=5.54, Synergy_ZIP=2.01, Synergy_Bliss=-1.73, Synergy_Loewe=-47.8, Synergy_HSA=-5.60.